Dataset: Full USPTO retrosynthesis dataset with 1.9M reactions from patents (1976-2016). Task: Predict the reactants needed to synthesize the given product. (1) Given the product [NH:1]1[C:9]2[C:4](=[CH:5][CH:6]=[CH:7][CH:8]=2)[CH:3]=[C:2]1[C:10]1[C:18]2[C:13](=[CH:14][CH:15]=[C:16]([O:19][P:20]([C:28]3[CH:29]=[CH:30][CH:31]=[CH:32][CH:33]=3)([C:22]3[CH:27]=[CH:26][CH:25]=[CH:24][CH:23]=3)=[O:21])[CH:17]=2)[NH:12][N:11]=1, predict the reactants needed to synthesize it. The reactants are: [NH:1]1[C:9]2[C:4](=[CH:5][CH:6]=[CH:7][CH:8]=2)[CH2:3][CH:2]1[C:10]1[C:18]2[C:13](=[CH:14][CH:15]=[C:16]([O:19][P:20]([C:28]3[CH:33]=[CH:32][CH:31]=[CH:30][CH:29]=3)([C:22]3[CH:27]=[CH:26][CH:25]=[CH:24][CH:23]=3)=[O:21])[CH:17]=2)[NH:12][N:11]=1. (2) Given the product [F:2][CH:3]([F:16])[O:4][C:5]1[CH:6]=[C:7]([CH2:11][CH2:12][CH2:13][OH:14])[CH:8]=[CH:9][CH:10]=1, predict the reactants needed to synthesize it. The reactants are: B.[F:2][CH:3]([F:16])[O:4][C:5]1[CH:6]=[C:7]([CH2:11][CH2:12][C:13](O)=[O:14])[CH:8]=[CH:9][CH:10]=1. (3) Given the product [Cl:16][C:11]([C@H:8]1[CH2:9][CH2:10][C@H:5]([C:3]([O:2][CH3:1])=[O:4])[CH2:6][CH2:7]1)=[O:13], predict the reactants needed to synthesize it. The reactants are: [CH3:1][O:2][C:3]([C@H:5]1[CH2:10][CH2:9][C@H:8]([C:11]([OH:13])=O)[CH2:7][CH2:6]1)=[O:4].S(Cl)([Cl:16])=O. (4) The reactants are: [CH3:1][O:2][C:3]1[CH:4]=[C:5]2[C:10](=[CH:11][CH:12]=1)[C:9]([OH:13])=[C:8]([C:14]1[CH:19]=[CH:18][CH:17]=[CH:16][CH:15]=1)[C:7]([CH2:20][CH:21]([CH3:23])[CH3:22])=[CH:6]2.[H-].[Na+].F[C:27]1[CH:34]=[CH:33][C:30]([CH:31]=[O:32])=[CH:29][CH:28]=1. Given the product [CH3:1][O:2][C:3]1[CH:4]=[C:5]2[C:10](=[CH:11][CH:12]=1)[C:9]([O:13][C:27]1[CH:34]=[CH:33][C:30]([CH:31]=[O:32])=[CH:29][CH:28]=1)=[C:8]([C:14]1[CH:15]=[CH:16][CH:17]=[CH:18][CH:19]=1)[C:7]([CH2:20][CH:21]([CH3:23])[CH3:22])=[CH:6]2, predict the reactants needed to synthesize it. (5) Given the product [OH:18][C:15]1[CH:16]=[CH:17][C:12]([C:8]2[CH:7]=[C:6]3[C:11](=[CH:10][CH:9]=2)[C:2]([O:21][CH3:20])=[C:3]([OH:19])[CH:4]=[CH:5]3)=[CH:13][CH:14]=1, predict the reactants needed to synthesize it. The reactants are: Br[C:2]1[C:11]2[C:6](=[CH:7][C:8]([C:12]3[CH:17]=[CH:16][C:15]([OH:18])=[CH:14][CH:13]=3)=[CH:9][CH:10]=2)[CH:5]=[CH:4][C:3]=1[OH:19].[CH3:20][O-:21].[Na+].Cl.